Dataset: Full USPTO retrosynthesis dataset with 1.9M reactions from patents (1976-2016). Task: Predict the reactants needed to synthesize the given product. (1) Given the product [CH2:32]([O:27][C:26]([C:24]1[N:25]=[C:21]([NH:20][C:1]([C:14]2[CH:19]=[CH:18][CH:17]=[CH:16][CH:15]=2)([C:8]2[CH:9]=[CH:10][CH:11]=[CH:12][CH:13]=2)[C:2]2[CH:7]=[CH:6][CH:5]=[CH:4][CH:3]=2)[S:22][CH:23]=1)=[O:28])[CH2:33][CH3:34], predict the reactants needed to synthesize it. The reactants are: [C:1]([NH:20][C:21]1[S:22][CH:23]=[C:24]([C:26]([OH:28])=[O:27])[N:25]=1)([C:14]1[CH:19]=[CH:18][CH:17]=[CH:16][CH:15]=1)([C:8]1[CH:13]=[CH:12][CH:11]=[CH:10][CH:9]=1)[C:2]1[CH:7]=[CH:6][CH:5]=[CH:4][CH:3]=1.[OH-].[K+].I[CH2:32][CH2:33][CH3:34].O. (2) Given the product [Cl:1][C:2]1[CH:7]=[CH:6][C:5]([CH2:8][CH2:9][NH:10][C:11](=[O:17])[CH2:12][C:13]([F:16])([F:15])[F:14])=[CH:4][C:3]=1[CH2:18][NH:30][CH:27]1[CH2:29][CH2:28]1, predict the reactants needed to synthesize it. The reactants are: [Cl:1][C:2]1[CH:7]=[CH:6][C:5]([CH2:8][CH2:9][NH:10][C:11](=[O:17])[CH2:12][C:13]([F:16])([F:15])[F:14])=[CH:4][C:3]=1[CH:18]=O.CCN(CC)CC.[CH:27]1([NH2:30])[CH2:29][CH2:28]1.[BH4-].[Na+].C([O-])(O)=O.[Na+].